This data is from Forward reaction prediction with 1.9M reactions from USPTO patents (1976-2016). The task is: Predict the product of the given reaction. (1) The product is: [CH3:1][O:2][C:3]([C:5]1[CH:6]=[C:7]([C:13]2[CH:18]=[CH:17][C:16]([CH3:19])=[CH:15][CH:14]=2)[CH:8]=[C:9]([N:11]2[C:25]([CH:26]([CH3:28])[CH3:27])=[N:24][CH:23]=[N:12]2)[CH:10]=1)=[O:4]. Given the reactants [CH3:1][O:2][C:3]([C:5]1[CH:6]=[C:7]([C:13]2[CH:18]=[CH:17][C:16]([CH3:19])=[CH:15][CH:14]=2)[CH:8]=[C:9]([NH:11][NH2:12])[CH:10]=1)=[O:4].CN([CH:23]=[N:24][C:25](=O)[CH:26]([CH3:28])[CH3:27])C, predict the reaction product. (2) The product is: [CH:1]1([N:6]2[C:11](=[O:12])[C:10]([N:77]3[CH2:74][CH2:76][CH2:82][C:80]3=[O:29])=[CH:9][C:8]([C:19]([NH:46][C@@H:47]([CH2:67][C:68]3[CH:69]=[CH:70][CH:71]=[CH:72][CH:73]=3)[C@H:48]([OH:66])[CH2:49][NH:50][C@H:51]3[C:60]4[C:55](=[CH:56][CH:57]=[C:58]([O:61][CH3:62])[CH:59]=4)[C:54](=[O:63])[C:53]([CH3:64])([CH3:65])[CH2:52]3)=[O:21])=[CH:7]2)[CH2:2][CH2:3][CH2:4][CH2:5]1. Given the reactants [CH:1]1([N:6]2[C:11](=[O:12])[C:10](C3C=CC=CN=3)=[CH:9][C:8]([C:19]([OH:21])=O)=[CH:7]2)[CH2:5][CH2:4][CH2:3][CH2:2]1.CN(C([O:29]N1N=NC2C=CC=NC1=2)=[N+](C)C)C.F[P-](F)(F)(F)(F)F.[NH2:46][C@@H:47]([CH2:67][C:68]1[CH:73]=[CH:72][CH:71]=[CH:70][CH:69]=1)[C@H:48]([OH:66])[CH2:49][NH:50][CH:51]1[C:60]2[C:55](=[CH:56][CH:57]=[C:58]([O:61][CH3:62])[CH:59]=2)[C:54](=[O:63])[C:53]([CH3:65])([CH3:64])[CH2:52]1.[CH:74]([N:77]([CH:80]([CH3:82])C)CC)([CH3:76])C, predict the reaction product. (3) Given the reactants [C:1]([O:5][C:6](=[O:19])[N:7]([C@H:9]1[CH2:14][CH2:13][C@H:12]([C:15]#[C:16][CH2:17][OH:18])[CH2:11][CH2:10]1)[CH3:8])([CH3:4])([CH3:3])[CH3:2].COCCO[AlH2-]OCCOC.[Na+].OS([O-])(=O)=O.[K+], predict the reaction product. The product is: [C:1]([O:5][C:6](=[O:19])[N:7]([C@H:9]1[CH2:10][CH2:11][C@H:12](/[CH:15]=[CH:16]/[CH2:17][OH:18])[CH2:13][CH2:14]1)[CH3:8])([CH3:2])([CH3:4])[CH3:3]. (4) Given the reactants C(Cl)(=O)C(Cl)=O.CS(C)=O.[N+:11]([C:14]1[C:15]([Cl:22])=[C:16]([CH:19]=[CH:20][CH:21]=1)[CH2:17][OH:18])([O-:13])=[O:12].C(N(CC)CC)C, predict the reaction product. The product is: [N+:11]([C:14]1[C:15]([Cl:22])=[C:16]([CH:19]=[CH:20][CH:21]=1)[CH:17]=[O:18])([O-:13])=[O:12].